From a dataset of Full USPTO retrosynthesis dataset with 1.9M reactions from patents (1976-2016). Predict the reactants needed to synthesize the given product. Given the product [Cl:29][C:4]1[CH:3]=[C:2]([C:34]2[CH:35]=[CH:36][C:31]([F:30])=[C:32]([O:40][CH3:41])[CH:33]=2)[CH:7]=[CH:6][C:5]=1[CH:8]([CH3:28])[C:9]([C:15]1[CH:16]=[C:17]([F:27])[C:18]2[O:23][CH2:22][C:21](=[O:24])[N:20]([CH3:25])[C:19]=2[CH:26]=1)([OH:14])[C:10]([F:13])([F:12])[F:11], predict the reactants needed to synthesize it. The reactants are: Br[C:2]1[CH:7]=[CH:6][C:5]([CH:8]([CH3:28])[C:9]([C:15]2[CH:16]=[C:17]([F:27])[C:18]3[O:23][CH2:22][C:21](=[O:24])[N:20]([CH3:25])[C:19]=3[CH:26]=2)([OH:14])[C:10]([F:13])([F:12])[F:11])=[C:4]([Cl:29])[CH:3]=1.[F:30][C:31]1[CH:36]=[CH:35][C:34](B(O)O)=[CH:33][C:32]=1[O:40][CH3:41].